Dataset: Experimental lipophilicity measurements (octanol/water distribution) for 4,200 compounds from AstraZeneca. Task: Regression/Classification. Given a drug SMILES string, predict its absorption, distribution, metabolism, or excretion properties. Task type varies by dataset: regression for continuous measurements (e.g., permeability, clearance, half-life) or binary classification for categorical outcomes (e.g., BBB penetration, CYP inhibition). For this dataset (lipophilicity_astrazeneca), we predict Y. (1) The molecule is CC(C)N1CCC[C@@H](CN2CCN(C(=O)Nc3ccc(Cl)c(Cl)c3)CC2)C1. The Y is 1.62 logD. (2) The molecule is O=C(NC[C@@H](O)CN1CCC(Oc2ccc(Cl)c(Cl)c2)CC1)c1n[nH]c(=O)c2ccccc12. The Y is 3.69 logD. (3) The molecule is COc1cccc(N(C)c2ccnc(Nc3cc(N4CCOCC4)cc(N4CCOCC4)c3)n2)n1. The Y is 3.37 logD.